From a dataset of Reaction yield outcomes from USPTO patents with 853,638 reactions. Predict the reaction yield, written as a fraction of the theoretical maximum amount of product (1.0 means a 100% yield; for example, 0.34 means a 34% yield). (1) The reactants are [CH2:1]([C:4]1[CH:9]=[CH:8][C:7]([O:10][C:11](=[O:14])[CH2:12][NH2:13])=[C:6]([O:15][CH3:16])[CH:5]=1)[CH:2]=[CH2:3].[CH:17]1[CH:22]=[N:21][CH:20]=[C:19]([C:23](O)=[O:24])[CH:18]=1.CN1CCOCC1.CCN=C=NCCCN(C)C.Cl. The catalyst is C(Cl)Cl. The product is [CH2:1]([C:4]1[CH:9]=[CH:8][C:7]([O:10][C:11](=[O:14])[CH2:12][NH:13][C:23]([C:19]2[CH:20]=[N:21][CH:22]=[CH:17][CH:18]=2)=[O:24])=[C:6]([O:15][CH3:16])[CH:5]=1)[CH:2]=[CH2:3]. The yield is 0.430. (2) The yield is 0.480. The catalyst is C(Cl)Cl. The product is [CH2:1]([O:8][N:9]1[C:15](=[O:16])[N:14]2[CH2:17][C@H:10]1[CH2:11][CH2:12][C@H:13]2[C:18]1[O:19][C:22]([CH2:23][CH:24]2[CH2:25][CH:26]([NH:28][C:29](=[O:35])[O:30][C:31]([CH3:34])([CH3:33])[CH3:32])[CH2:27]2)=[N:21][N:20]=1)[C:2]1[CH:7]=[CH:6][CH:5]=[CH:4][CH:3]=1. The reactants are [CH2:1]([O:8][N:9]1[C:15](=[O:16])[N:14]2[CH2:17][C@H:10]1[CH2:11][CH2:12][C@H:13]2[C:18]([NH:20][NH:21][C:22](=O)[CH2:23][CH:24]1[CH2:27][CH:26]([NH:28][C:29](=[O:35])[O:30][C:31]([CH3:34])([CH3:33])[CH3:32])[CH2:25]1)=[O:19])[C:2]1[CH:7]=[CH:6][CH:5]=[CH:4][CH:3]=1.N1C=CC=CC=1.O(S(C(F)(F)F)(=O)=O)S(C(F)(F)F)(=O)=O.C([O-])(O)=O.[Na+].